From a dataset of Full USPTO retrosynthesis dataset with 1.9M reactions from patents (1976-2016). Predict the reactants needed to synthesize the given product. (1) Given the product [C:23]([C:22]1[C:21]([N+:18]([O-:20])=[O:19])=[CH:28][CH:27]=[CH:26][C:25]=1[O:3][CH2:4][C@H:5]1[CH2:10][CH2:9][CH2:8][N:7]([C:11]([O:13][C:14]([CH3:17])([CH3:16])[CH3:15])=[O:12])[CH2:6]1)#[N:24], predict the reactants needed to synthesize it. The reactants are: [H-].[Na+].[OH:3][CH2:4][C@H:5]1[CH2:10][CH2:9][CH2:8][N:7]([C:11]([O:13][C:14]([CH3:17])([CH3:16])[CH3:15])=[O:12])[CH2:6]1.[N+:18]([C:21]1[CH:28]=[CH:27][CH:26]=[C:25]([N+]([O-])=O)[C:22]=1[C:23]#[N:24])([O-:20])=[O:19]. (2) Given the product [Br:1][C:2]1[C:3]([F:20])=[CH:4][C:5]2[O:11][CH2:10][CH2:9][N:8]3[C:12]([C:29]4[CH:33]=[CH:32][NH:31][N:30]=4)=[C:13]([C:15]([NH2:17])=[O:16])[N:14]=[C:7]3[C:6]=2[CH:19]=1, predict the reactants needed to synthesize it. The reactants are: [Br:1][C:2]1[C:3]([F:20])=[CH:4][C:5]2[O:11][CH2:10][CH2:9][N:8]3[C:12](I)=[C:13]([C:15]([NH2:17])=[O:16])[N:14]=[C:7]3[C:6]=2[CH:19]=1.CC1(C)C(C)(C)OB([C:29]2[CH:33]=[CH:32][NH:31][N:30]=2)O1.O. (3) Given the product [O:1]([C:8]1[CH:23]=[CH:22][C:11]([O:12][C:13]2[C:14]3[N:21]([CH:25]4[CH2:26][N:27]([C:29]([O:31][C:32]([CH3:35])([CH3:34])[CH3:33])=[O:30])[CH2:28]4)[CH:20]=[CH:19][C:15]=3[N:16]=[CH:17][N:18]=2)=[CH:10][CH:9]=1)[C:2]1[CH:7]=[CH:6][CH:5]=[CH:4][CH:3]=1, predict the reactants needed to synthesize it. The reactants are: [O:1]([C:8]1[CH:23]=[CH:22][C:11]([O:12][C:13]2[C:14]3[NH:21][CH:20]=[CH:19][C:15]=3[N:16]=[CH:17][N:18]=2)=[CH:10][CH:9]=1)[C:2]1[CH:7]=[CH:6][CH:5]=[CH:4][CH:3]=1.O[CH:25]1[CH2:28][N:27]([C:29]([O:31][C:32]([CH3:35])([CH3:34])[CH3:33])=[O:30])[CH2:26]1.C1(P(C2C=CC=CC=2)C2C=CC=CC=2)C=CC=CC=1.N(C(OC(C)C)=O)=NC(OC(C)C)=O. (4) Given the product [CH3:1][O:2][C:3]1[CH:10]=[CH:9][C:6]([CH2:7][S:14][CH2:13][CH2:12][NH2:11])=[CH:5][CH:4]=1, predict the reactants needed to synthesize it. The reactants are: [CH3:1][O:2][C:3]1[CH:10]=[CH:9][C:6]([CH2:7]Cl)=[CH:5][CH:4]=1.[NH2:11][CH2:12][CH2:13][SH:14]. (5) The reactants are: CN(C)C.CN(C=O)C.Cl/[CH:11]=[C:12]1/[C:13](=[N:22]/[C:23]2[CH:28]=[CH:27][C:26]([Cl:29])=[CH:25][CH:24]=2)/[S:14][CH:15]2[CH:20]([CH2:21]/1)[CH2:19][CH2:18][CH:17]=[CH:16]2.[C:30]1([SH:36])[CH:35]=[CH:34][CH:33]=[CH:32][CH:31]=1. Given the product [Cl:29][C:26]1[CH:27]=[CH:28][C:23](/[N:22]=[C:13]2\[S:14][CH:15]3[CH:20]([CH2:21]\[C:12]\2=[CH:11]/[S:36][C:30]2[CH:35]=[CH:34][CH:33]=[CH:32][CH:31]=2)[CH2:19][CH2:18][CH:17]=[CH:16]3)=[CH:24][CH:25]=1, predict the reactants needed to synthesize it. (6) Given the product [OH:12][CH2:11][C:5]1[C:4]2[C:8](=[CH:9][CH:10]=[C:2]([I:1])[CH:3]=2)[NH:7][N:6]=1, predict the reactants needed to synthesize it. The reactants are: [I:1][C:2]1[CH:3]=[C:4]2[C:8](=[CH:9][CH:10]=1)[NH:7][N:6]=[C:5]2[C:11](OCC)=[O:12].[H-].C([Al+]CC(C)C)C(C)C. (7) Given the product [S:12]1[C:16]2[CH:17]=[C:18]([NH:21][S:8]([C:7]3[C:2]([Cl:1])=[N:3][CH:4]=[CH:5][CH:6]=3)(=[O:10])=[O:9])[CH:19]=[CH:20][C:15]=2[N:14]=[CH:13]1, predict the reactants needed to synthesize it. The reactants are: [Cl:1][C:2]1[C:7]([S:8](Cl)(=[O:10])=[O:9])=[CH:6][CH:5]=[CH:4][N:3]=1.[S:12]1[C:16]2[CH:17]=[C:18]([NH2:21])[CH:19]=[CH:20][C:15]=2[N:14]=[CH:13]1.